Predict the product of the given reaction. From a dataset of Forward reaction prediction with 1.9M reactions from USPTO patents (1976-2016). (1) Given the reactants [C:1]1([CH3:11])[CH:6]=[CH:5][C:4](S([O-])(=O)=O)=[CH:3][CH:2]=1.[NH2:12][C@H:13]([C:17]([OH:19])=[O:18])[CH:14]([CH3:16])[CH3:15].C[Si](C)(C)N[Si](C)(C)C.C(N(C(C)C)CC)(C)C.[Br-:38], predict the reaction product. The product is: [Br:38][C:4]1[CH:5]=[CH:6][C:1]([CH2:11][NH:12][C@H:13]([C:17]([OH:19])=[O:18])[CH:14]([CH3:16])[CH3:15])=[CH:2][CH:3]=1. (2) The product is: [Br:1][C:2]1[CH:7]=[C:6]([C:8]([F:10])([F:11])[F:9])[CH:5]=[CH:4][C:3]=1[C:12]1[CH:21]=[CH:20][CH:19]=[C:18]2[C:13]=1[CH:14]=[CH:15][C:16]([S:22]([NH:25][C:26]1[S:30][N:29]=[CH:28][N:27]=1)(=[O:23])=[O:24])=[CH:17]2. Given the reactants [Br:1][C:2]1[CH:7]=[C:6]([C:8]([F:11])([F:10])[F:9])[CH:5]=[CH:4][C:3]=1[C:12]1[CH:21]=[CH:20][CH:19]=[C:18]2[C:13]=1[CH:14]=[CH:15][C:16]([S:22]([N:25](CC1C=CC(OC)=CC=1OC)[C:26]1[S:30][N:29]=[CH:28][N:27]=1)(=[O:24])=[O:23])=[CH:17]2.C(Cl)Cl.C(O)(C(F)(F)F)=O, predict the reaction product. (3) Given the reactants C1(C#C)C=CC=CC=1.[CH2:9]([O:12][C:13]1[CH:18]=[CH:17][CH:16]=[CH:15][CH:14]=1)[C:10]#[CH:11].[N:19]([C:22]1[S:23][C:24]([C:28]([NH:30][CH2:31][C:32]2[CH:37]=[CH:36][CH:35]=[CH:34][CH:33]=2)=[O:29])=[C:25]([CH3:27])[N:26]=1)=[N+:20]=[N-:21], predict the reaction product. The product is: [CH2:31]([NH:30][C:28]([C:24]1[S:23][C:22]([N:19]2[CH:11]=[C:10]([CH2:9][O:12][C:13]3[CH:18]=[CH:17][CH:16]=[CH:15][CH:14]=3)[N:21]=[N:20]2)=[N:26][C:25]=1[CH3:27])=[O:29])[C:32]1[CH:33]=[CH:34][CH:35]=[CH:36][CH:37]=1. (4) The product is: [C:1]([O:5][C@@H:6]([C:12]1[C:31]([CH3:32])=[CH:30][C:15]2[N:16]=[C:17]([C:19]3[CH:20]=[N:21][C:22]4[N:23]([N:25]=[CH:26][C:27]=4[CH2:28][CH3:29])[CH:24]=3)[S:18][C:14]=2[C:13]=1[C:33]1[CH:38]=[CH:37][C:36]([Cl:39])=[CH:35][CH:34]=1)[C:7]([OH:9])=[O:8])([CH3:2])([CH3:3])[CH3:4]. Given the reactants [C:1]([O:5][C@@H:6]([C:12]1[C:31]([CH3:32])=[CH:30][C:15]2[N:16]=[C:17]([C:19]3[CH:20]=[N:21][C:22]4[N:23]([N:25]=[CH:26][C:27]=4[CH2:28][CH3:29])[CH:24]=3)[S:18][C:14]=2[C:13]=1[C:33]1[CH:38]=[CH:37][C:36]([Cl:39])=[CH:35][CH:34]=1)[C:7]([O:9]CC)=[O:8])([CH3:4])([CH3:3])[CH3:2].[I-].[Li+], predict the reaction product.